From a dataset of Peptide-MHC class I binding affinity with 185,985 pairs from IEDB/IMGT. Regression. Given a peptide amino acid sequence and an MHC pseudo amino acid sequence, predict their binding affinity value. This is MHC class I binding data. (1) The peptide sequence is CYNFKVQFL. The MHC is HLA-A23:01 with pseudo-sequence HLA-A23:01. The binding affinity (normalized) is 0.392. (2) The peptide sequence is VLMAVHCMNFK. The MHC is HLA-B27:05 with pseudo-sequence HLA-B27:05. The binding affinity (normalized) is 0. (3) The peptide sequence is KVCRTLLAK. The MHC is HLA-B58:01 with pseudo-sequence HLA-B58:01. The binding affinity (normalized) is 0.0847.